This data is from Full USPTO retrosynthesis dataset with 1.9M reactions from patents (1976-2016). The task is: Predict the reactants needed to synthesize the given product. (1) Given the product [CH3:15][C:10]1([C:8]2[S:9][C:5]([CH2:4][N:21]3[N:20]=[C:19]([N+:16]([O-:18])=[O:17])[CH:23]=[N:22]3)=[CH:6][N:7]=2)[O:14][CH2:13][CH2:12][O:11]1, predict the reactants needed to synthesize it. The reactants are: N#N.Cl[CH2:4][C:5]1[S:9][C:8]([C:10]2([CH3:15])[O:14][CH2:13][CH2:12][O:11]2)=[N:7][CH:6]=1.[N+:16]([C:19]1[CH:23]=[N:22][NH:21][N:20]=1)([O-:18])=[O:17].CCN(C(C)C)C(C)C. (2) The reactants are: [O:1]=[C:2]1[C@@H:8]([NH:9][C:10](=[O:16])[O:11][C:12]([CH3:15])([CH3:14])[CH3:13])[CH2:7][CH2:6][S:5][C@H:4]2[CH2:17][CH2:18][CH2:19][C@@H:20]([CH:21]=[CH2:22])[N:3]12.[H][H]. Given the product [CH2:21]([C@H:20]1[N:3]2[C@@H:4]([S:5][CH2:6][CH2:7][C@H:8]([NH:9][C:10](=[O:16])[O:11][C:12]([CH3:15])([CH3:14])[CH3:13])[C:2]2=[O:1])[CH2:17][CH2:18][CH2:19]1)[CH3:22], predict the reactants needed to synthesize it. (3) Given the product [C:8]([C:5]1[CH:6]=[CH:7][C:2]([C:25]#[C:24][CH2:23][OH:26])=[CH:3][CH:4]=1)([CH3:11])([CH3:10])[CH3:9], predict the reactants needed to synthesize it. The reactants are: Br[C:2]1[CH:7]=[CH:6][C:5]([C:8]([CH3:11])([CH3:10])[CH3:9])=[CH:4][CH:3]=1.N12CCCN=C1CCCCC2.[CH2:23]([OH:26])[C:24]#[CH:25]. (4) Given the product [CH3:1][C:2]1[CH:7]=[C:6]([CH3:8])[N:5]=[C:4]([NH:9][C:10]2[CH:15]=[CH:14][C:13]([CH2:16][CH2:17][NH:18][C:19]([NH:41][S:38]([C:35]3[CH:36]=[CH:37][C:32]([CH3:31])=[CH:33][CH:34]=3)(=[O:39])=[O:40])=[O:27])=[CH:12][CH:11]=2)[C:3]=1[N+:28]([O-:30])=[O:29], predict the reactants needed to synthesize it. The reactants are: [CH3:1][C:2]1[CH:7]=[C:6]([CH3:8])[N:5]=[C:4]([NH:9][C:10]2[CH:15]=[CH:14][C:13]([CH2:16][CH2:17][NH:18][C:19](=[O:27])OC3C=CC=CC=3)=[CH:12][CH:11]=2)[C:3]=1[N+:28]([O-:30])=[O:29].[CH3:31][C:32]1[CH:33]=[CH:34][C:35]([S:38]([NH2:41])(=[O:40])=[O:39])=[CH:36][CH:37]=1.[H-].[Na+].O. (5) Given the product [CH3:27][O:28][C:29](=[O:40])[C:30]1[CH:31]=[CH:32][C:33]([O:36][CH2:37][CH2:38][O:39][C:21]2[CH:22]=[CH:23][C:18]([C:3]([OH:8])([C:4]([F:5])([F:7])[F:6])[C:2]([F:26])([F:1])[F:25])=[CH:19][CH:20]=2)=[CH:34][CH:35]=1, predict the reactants needed to synthesize it. The reactants are: [F:1][C:2]([F:26])([F:25])[C:3]([C:18]1[CH:23]=[CH:22][C:21](O)=[CH:20][CH:19]=1)([O:8]CC1C=CC(OC)=CC=1)[C:4]([F:7])([F:6])[F:5].[CH3:27][O:28][C:29](=[O:40])[C:30]1[CH:35]=[CH:34][C:33]([O:36][CH2:37][CH2:38][OH:39])=[CH:32][CH:31]=1.COC(=O)C1C=CC=CC=1OCCOC1C=CC(C(O)(C(F)(F)F)C(F)(F)F)=CC=1. (6) Given the product [CH3:15][C:12]1[N:11]=[CH:10][C:9]([C:6]2([C:7]#[N:8])[CH2:2][CH2:3][CH2:4][O:5]2)=[CH:14][N:13]=1, predict the reactants needed to synthesize it. The reactants are: Br[CH2:2][CH2:3][CH2:4][O:5][CH:6]([C:9]1[CH:10]=[N:11][C:12]([CH3:15])=[N:13][CH:14]=1)[C:7]#[N:8].C[Si]([N-][Si](C)(C)C)(C)C.[Li+].[NH4+].[Cl-].O. (7) Given the product [CH:13]1[N:14]=[C:15]([NH2:56])[C:16]2[N:21]=[CH:20][N:19]([C@@H:22]3[O:26][C@H:25]([CH2:27][O:28][P:29]([O:32][P:33]([O:36][CH2:37][C@H:38]4[O:42][C@@H:41]([N:43]5[CH:48]=[C:47]([C:49]([NH2:51])=[O:50])[CH2:46][CH:45]=[CH:44]5)[C@H:40]([OH:52])[C@@H:39]4[OH:53])([OH:35])=[O:34])([OH:31])=[O:30])[C@@H:24]([OH:54])[C@H:23]3[OH:55])[C:17]=2[N:18]=1.[O:1]=[CH:2][C@@H:3]([C@H:5]([C@@H:7]([C@@H:9]([CH2:11][OH:12])[OH:10])[OH:8])[OH:6])[OH:4], predict the reactants needed to synthesize it. The reactants are: [O:1]=[CH:2][C@@H:3]([C@H:5]([C@@H:7]([C@@H:9]([CH2:11][OH:12])[OH:10])[OH:8])[OH:6])[OH:4].[CH:13]1[N:14]=[C:15]([NH2:56])[C:16]2[N:21]=[CH:20][N:19]([C@@H:22]3[O:26][C@H:25]([CH2:27][O:28][P:29]([O:32][P:33]([O:36][CH2:37][C@H:38]4[O:42][C@@H:41]([N:43]5[CH:48]=[C:47]([C:49]([NH2:51])=[O:50])[CH2:46][CH:45]=[CH:44]5)[C@H:40]([OH:52])[C@@H:39]4[OH:53])([OH:35])=[O:34])([OH:31])=[O:30])[C@@H:24]([OH:54])[C@H:23]3[OH:55])[C:17]=2[N:18]=1.